Dataset: Reaction yield outcomes from USPTO patents with 853,638 reactions. Task: Predict the reaction yield, written as a fraction of the theoretical maximum amount of product (1.0 means a 100% yield; for example, 0.34 means a 34% yield). (1) The product is [Br:1][C:2]1[CH:7]=[CH:6][C:5]([C:16]2([OH:20])[CH2:19][CH2:18][CH2:17]2)=[CH:4][C:3]=1[O:9][CH3:10]. The catalyst is O1CCCC1. The yield is 0.120. The reactants are [Br:1][C:2]1[CH:7]=[CH:6][C:5](I)=[CH:4][C:3]=1[O:9][CH3:10].C([Li])CCC.[C:16]1(=[O:20])[CH2:19][CH2:18][CH2:17]1. (2) The reactants are CCN(C(C)C)C(C)C.Cl.[F:11][C:12]1[CH:53]=[CH:52][CH:51]=[C:50]([F:54])[C:13]=1[CH2:14][O:15][C:16]([C:25]1[CH:30]=[CH:29][C:28]([C:31]2([S:40]([C:43]3[CH:48]=[CH:47][C:46]([F:49])=[CH:45][CH:44]=3)(=[O:42])=[O:41])[CH2:35][CH2:34][N:33]([CH2:36][C:37](O)=[O:38])[CH2:32]2)=[CH:27][CH:26]=1)([C:21]([F:24])([F:23])[F:22])[C:17]([F:20])([F:19])[F:18].[NH:55]1[CH2:60][CH2:59][O:58][CH2:57][CH2:56]1.F[P-](F)(F)(F)(F)F.N1(O[P+](N(C)C)(N(C)C)N(C)C)C2C=CC=CC=2N=N1. The catalyst is ClCCl. The product is [F:54][C:50]1[CH:51]=[CH:52][CH:53]=[C:12]([F:11])[C:13]=1[CH2:14][O:15][C:16]([C:25]1[CH:26]=[CH:27][C:28]([C:31]2([S:40]([C:43]3[CH:48]=[CH:47][C:46]([F:49])=[CH:45][CH:44]=3)(=[O:42])=[O:41])[CH2:35][CH2:34][N:33]([CH2:36][C:37]([N:55]3[CH2:60][CH2:59][O:58][CH2:57][CH2:56]3)=[O:38])[CH2:32]2)=[CH:29][CH:30]=1)([C:21]([F:23])([F:24])[F:22])[C:17]([F:20])([F:19])[F:18]. The yield is 0.530. (3) The reactants are [NH2:1][C:2]1[N:11]=[CH:10][C:9]2[C:8](SC)=[N:7][CH:6]=[N:5][C:4]=2[CH:3]=1.[NH2:14][C:15]1[CH:16]=[C:17]([OH:21])[CH:18]=[CH:19][CH:20]=1. No catalyst specified. The product is [NH2:1][C:2]1[N:11]=[CH:10][C:9]2[C:8]([NH:14][C:15]3[CH:20]=[CH:19][CH:18]=[C:17]([OH:21])[CH:16]=3)=[N:7][CH:6]=[N:5][C:4]=2[CH:3]=1. The yield is 0.180. (4) The reactants are C([O:8][C:9]1[C:10](=[O:21])[CH:11]=[C:12]([CH3:20])[N:13]([CH2:15][C:16]([F:19])([F:18])[F:17])[CH:14]=1)C1C=CC=CC=1.[ClH:22]. The catalyst is C(O)(C)C. The product is [ClH:22].[OH:8][C:9]1[C:10](=[O:21])[CH:11]=[C:12]([CH3:20])[N:13]([CH2:15][C:16]([F:17])([F:18])[F:19])[CH:14]=1. The yield is 0.650.